Dataset: Forward reaction prediction with 1.9M reactions from USPTO patents (1976-2016). Task: Predict the product of the given reaction. (1) Given the reactants [H-].[Na+].[Cl:3][C:4]1[C:13]2[C:8](=[CH:9][CH:10]=[CH:11][CH:12]=2)[CH:7]=[C:6]([OH:14])[N:5]=1.[CH2:15](Br)[CH:16]=[CH2:17], predict the reaction product. The product is: [CH2:17]([O:14][C:6]1[N:5]=[C:4]([Cl:3])[C:13]2[C:8]([CH:7]=1)=[CH:9][CH:10]=[CH:11][CH:12]=2)[CH:16]=[CH2:15]. (2) Given the reactants [F:1][C:2]([C:5]1[CH:10]=[CH:9][CH:8]=[C:7]([N+:11]([O-])=O)[CH:6]=1)([F:4])[CH3:3], predict the reaction product. The product is: [F:1][C:2]([C:5]1[CH:6]=[C:7]([NH2:11])[CH:8]=[CH:9][CH:10]=1)([F:4])[CH3:3]. (3) Given the reactants Br[C:2]1[N:7]2[CH:8]=[C:9]([CH2:11][N:12]([CH3:23])[CH:13]3[C:22]4[N:21]=[CH:20][CH:19]=[CH:18][C:17]=4[CH2:16][CH2:15][CH2:14]3)[N:10]=[C:6]2[CH:5]=[CH:4][CH:3]=1.[N:24]1[CH:29]=[CH:28][CH:27]=[C:26](B(O)O)[CH:25]=1, predict the reaction product. The product is: [CH3:23][N:12]([CH2:11][C:9]1[N:10]=[C:6]2[CH:5]=[CH:4][CH:3]=[C:2]([C:26]3[CH:25]=[N:24][CH:29]=[CH:28][CH:27]=3)[N:7]2[CH:8]=1)[CH:13]1[C:22]2[N:21]=[CH:20][CH:19]=[CH:18][C:17]=2[CH2:16][CH2:15][CH2:14]1. (4) Given the reactants [F:1][C:2]1[CH:7]=[CH:6][C:5]([C:8]([C:10]2[CH:11]=[C:12]3[C:17](=[CH:18][CH:19]=2)[N:16]=[C:15]([NH:20][C@H:21]2[C:29]4[C:24](=[CH:25][CH:26]=[CH:27][CH:28]=4)[CH2:23][CH2:22]2)[CH:14]=[CH:13]3)=O)=[CH:4][CH:3]=1.Cl.[NH2:31][OH:32].C(=O)([O-])[O-].[Na+].[Na+].O, predict the reaction product. The product is: [F:1][C:2]1[CH:7]=[CH:6][C:5]([C:8]([C:10]2[CH:11]=[C:12]3[C:17](=[CH:18][CH:19]=2)[N:16]=[C:15]([NH:20][C@H:21]2[C:29]4[C:24](=[CH:25][CH:26]=[CH:27][CH:28]=4)[CH2:23][CH2:22]2)[CH:14]=[CH:13]3)=[N:31][OH:32])=[CH:4][CH:3]=1. (5) Given the reactants [CH3:1][O:2][CH:3]1[O:7][C:6](=[O:8])[CH:5]=[C:4]1[CH:9]=[C:10]([CH3:12])[CH3:11].[H][H], predict the reaction product. The product is: [CH3:1][O:2][CH:3]1[O:7][C:6](=[O:8])[CH2:5][CH:4]1[CH2:9][CH:10]([CH3:12])[CH3:11]. (6) Given the reactants [NH2:1][C:2]1[CH:3]=[C:4]([C:8]2[N:9]=[C:10]3[N:14]([C:15]=2[C:16]2[CH:21]=[CH:20][N:19]=[C:18]([NH:22][C@@H:23]4[CH2:28][CH2:27][CH2:26][N:25]([S:29]([C:32]5[CH:37]=[CH:36][C:35]([Cl:38])=[CH:34][CH:33]=5)(=[O:31])=[O:30])[CH2:24]4)[N:17]=2)[CH:13]=[CH:12][S:11]3)[CH:5]=[CH:6][CH:7]=1.[C:39]([O:43][C:44]([NH:46][CH2:47][C:48](O)=[O:49])=[O:45])([CH3:42])([CH3:41])[CH3:40].CCN(C(C)C)C(C)C.[Cl-].ClC1N(C)C=C[N+]=1C, predict the reaction product. The product is: [C:39]([O:43][C:44](=[O:45])[NH:46][CH2:47][C:48]([NH:1][C:2]1[CH:7]=[CH:6][CH:5]=[C:4]([C:8]2[N:9]=[C:10]3[N:14]([C:15]=2[C:16]2[CH:21]=[CH:20][N:19]=[C:18]([NH:22][C@@H:23]4[CH2:28][CH2:27][CH2:26][N:25]([S:29]([C:32]5[CH:33]=[CH:34][C:35]([Cl:38])=[CH:36][CH:37]=5)(=[O:31])=[O:30])[CH2:24]4)[N:17]=2)[CH:13]=[CH:12][S:11]3)[CH:3]=1)=[O:49])([CH3:42])([CH3:40])[CH3:41]. (7) Given the reactants Cl.[F:2][C:3]([F:35])([F:34])[C:4]1[CH:5]=[C:6]([C@@H:14]([N:16]([CH3:33])[C:17]([C@H:19]2[CH2:24][CH2:23][NH:22][CH2:21][C@@H:20]2[C:25]2[CH:30]=[CH:29][C:28]([F:31])=[CH:27][C:26]=2[CH3:32])=[O:18])[CH3:15])[CH:7]=[C:8]([C:10]([F:13])([F:12])[F:11])[CH:9]=1.[CH3:36][C:37]1([CH3:48])[O:41][C:40](=[O:42])[N:39]([CH2:43][C:44](O)=[O:45])[C:38]1=[O:47].CCN=C=NCCCN(C)C.Cl.C1C=CC2N(O)N=NC=2C=1, predict the reaction product. The product is: [F:35][C:3]([F:2])([F:34])[C:4]1[CH:5]=[C:6]([C@@H:14]([N:16]([CH3:33])[C:17]([C@H:19]2[CH2:24][CH2:23][N:22]([C:44](=[O:45])[CH2:43][N:39]3[C:38](=[O:47])[C:37]([CH3:48])([CH3:36])[O:41][C:40]3=[O:42])[CH2:21][C@@H:20]2[C:25]2[CH:30]=[CH:29][C:28]([F:31])=[CH:27][C:26]=2[CH3:32])=[O:18])[CH3:15])[CH:7]=[C:8]([C:10]([F:12])([F:13])[F:11])[CH:9]=1. (8) Given the reactants Cl.Cl.Cl.[CH3:4][C:5]1[N:10]=[C:9]([N:11]2[CH2:16][CH2:15][N:14]([CH2:17][CH2:18][C@H:19]3[CH2:24][CH2:23][C@H:22]([NH2:25])[CH2:21][CH2:20]3)[CH2:13][CH2:12]2)[C:8]2[CH:26]=[CH:27][O:28][C:7]=2[CH:6]=1.[O:29]1[CH2:34][CH2:33][CH:32]([CH2:35][C:36](O)=[O:37])[CH2:31][CH2:30]1, predict the reaction product. The product is: [CH3:4][C:5]1[N:10]=[C:9]([N:11]2[CH2:12][CH2:13][N:14]([CH2:17][CH2:18][C@H:19]3[CH2:20][CH2:21][C@H:22]([NH:25][C:36](=[O:37])[CH2:35][CH:32]4[CH2:33][CH2:34][O:29][CH2:30][CH2:31]4)[CH2:23][CH2:24]3)[CH2:15][CH2:16]2)[C:8]2[CH:26]=[CH:27][O:28][C:7]=2[CH:6]=1.